Task: Predict the reactants needed to synthesize the given product.. Dataset: Full USPTO retrosynthesis dataset with 1.9M reactions from patents (1976-2016) (1) Given the product [O:4]=[C:26]1[CH:25]=[CH:24][C:23](=[O:22])[C:32]2[N:31]=[C:30]([C:33]([O:35][CH2:36][CH2:37][CH2:38][CH2:39][CH2:40][CH2:41][CH2:42][CH3:43])=[O:34])[CH:29]=[CH:28][C:27]1=2, predict the reactants needed to synthesize it. The reactants are: FC(F)(F)C(OI(C1C=CC=CC=1)OC(=O)C(F)(F)F)=[O:4].[OH:22][C:23]1[CH:24]=[CH:25][CH:26]=[C:27]2[C:32]=1[N:31]=[C:30]([C:33]([O:35][CH2:36][CH2:37][CH2:38][CH2:39][CH2:40][CH2:41][CH2:42][CH3:43])=[O:34])[CH:29]=[CH:28]2. (2) Given the product [Cl:1][C:2]1[CH:3]=[C:4]([NH:10][C:11]2[N:16]=[CH:15][C:14]([CH:17]3[CH2:22][CH2:21][N:20]([CH3:23])[CH2:19][CH2:18]3)=[CH:13][CH:12]=2)[C:5](=[O:9])[N:6]([CH3:8])[N:7]=1, predict the reactants needed to synthesize it. The reactants are: [Cl:1][C:2]1[CH:3]=[C:4]([NH:10][C:11]2[N:16]=[CH:15][C:14]([CH:17]3[CH2:22][CH2:21][N:20]([C:23](OC(C)(C)C)=O)[CH2:19][CH2:18]3)=[CH:13][CH:12]=2)[C:5](=[O:9])[N:6]([CH3:8])[N:7]=1.O. (3) The reactants are: [NH2:1][C:2]1[CH:10]=[C:9]([Cl:11])[CH:8]=[C:7]([Cl:12])[C:3]=1[C:4](O)=[O:5].[H-].[Al+3].[Li+].[H-].[H-].[H-].O.[OH-].[Na+]. Given the product [NH2:1][C:2]1[CH:10]=[C:9]([Cl:11])[CH:8]=[C:7]([Cl:12])[C:3]=1[CH2:4][OH:5], predict the reactants needed to synthesize it. (4) The reactants are: [NH2:1][C:2]1[CH:7]=[CH:6][C:5]([N:8]2[C:14](=[O:15])[CH2:13][C:12](=[O:16])[NH:11][C:10]3[C:17]4[C:22]([CH:23]=[CH:24][C:9]2=3)=[CH:21][CH:20]=[CH:19][CH:18]=4)=[CH:4][CH:3]=1.[CH3:25][C:26]1[C:34]([CH3:35])=[CH:33][CH:32]=[CH:31][C:27]=1[C:28](Cl)=[O:29].C(NC1C=CC(N2C(=O)CC(=O)NC3C4C(C=CC2=3)=CC=CC=4)=CC=1)(=O)C1C=CC=CC=1. Given the product [CH3:25][C:26]1[C:34]([CH3:35])=[CH:33][CH:32]=[CH:31][C:27]=1[C:28]([NH:1][C:2]1[CH:7]=[CH:6][C:5]([N:8]2[C:14](=[O:15])[CH2:13][C:12](=[O:16])[NH:11][C:10]3[C:17]4[C:22]([CH:23]=[CH:24][C:9]2=3)=[CH:21][CH:20]=[CH:19][CH:18]=4)=[CH:4][CH:3]=1)=[O:29], predict the reactants needed to synthesize it. (5) Given the product [NH2:22][C:3]1[N:4]=[C:5]([CH:9]2[CH2:11][CH2:10]2)[N:6]=[C:16]([C:15]([O:18][CH3:19])=[O:17])[C:2]=1[Cl:1], predict the reactants needed to synthesize it. The reactants are: [Cl:1][C:2]1C(=O)[NH:6][C:5]([CH:9]2[CH2:11][CH2:10]2)=[N:4][C:3]=1C(O)=O.[C:15]([O:18][CH2:19]C)(=[O:17])[CH3:16].C[N:22](C)C=O.S(Cl)(Cl)=O. (6) Given the product [CH2:21]([O:28][C:29]1[CH:34]=[CH:33][C:32]([C:9]2[CH:14]=[CH:13][CH:12]=[C:11]([O:15][S:16]([CH3:19])(=[O:17])=[O:18])[CH:10]=2)=[CH:31][C:30]=1[N:36]1[CH2:37][C:38](=[O:43])[NH:39][S:40]1(=[O:42])=[O:41])[C:22]1[CH:27]=[CH:26][CH:25]=[CH:24][CH:23]=1, predict the reactants needed to synthesize it. The reactants are: CC1(C)C(C)(C)OB([C:9]2[CH:10]=[C:11]([O:15][S:16]([CH3:19])(=[O:18])=[O:17])[CH:12]=[CH:13][CH:14]=2)O1.[CH2:21]([O:28][C:29]1[CH:34]=[CH:33][C:32](Br)=[CH:31][C:30]=1[N:36]1[S:40](=[O:42])(=[O:41])[NH:39][C:38](=[O:43])[CH2:37]1)[C:22]1[CH:27]=[CH:26][CH:25]=[CH:24][CH:23]=1.C([O-])([O-])=O.[Na+].[Na+]. (7) Given the product [OH:23][C:22]1[CH:13]=[CH:14][C:15]([C:16]([NH:18][OH:19])=[NH:17])=[C:20]([O:1][CH3:2])[CH:21]=1, predict the reactants needed to synthesize it. The reactants are: [OH:1][C:2]1C=CC(C=O)=C(OC)C=1.Cl[C:13]1[CH:14]=[C:15]([CH:20]=[C:21](OC)[C:22]=1[OH:23])[C:16]([NH:18][OH:19])=[NH:17]. (8) The reactants are: [C:1]([C:3]1[CH:8]=[CH:7][C:6]([C:9]2[CH:14]=[CH:13][C:12]([OH:15])=[CH:11][CH:10]=2)=[CH:5][CH:4]=1)#[N:2].[Br-].C(=O)([O-])[O-].[K+].[K+].[CH3:23][C:24](=O)[CH2:25]C. Given the product [CH2:25]([O:15][C:12]1[CH:13]=[CH:14][C:9]([C:6]2[CH:5]=[CH:4][C:3]([C:1]#[N:2])=[CH:8][CH:7]=2)=[CH:10][CH:11]=1)[CH:24]=[CH2:23], predict the reactants needed to synthesize it. (9) Given the product [CH:1]1([NH:7][C@H:8]2[CH2:12][CH2:11][N:10]([C:13]([O:15][C:16]([CH3:19])([CH3:18])[CH3:17])=[O:14])[CH2:9]2)[CH2:5][CH2:4][CH2:3][CH2:2]1, predict the reactants needed to synthesize it. The reactants are: [C:1]1(=O)[CH2:5][CH2:4][CH2:3][CH2:2]1.[NH2:7][C@H:8]1[CH2:12][CH2:11][N:10]([C:13]([O:15][C:16]([CH3:19])([CH3:18])[CH3:17])=[O:14])[CH2:9]1.[BH4-].[Na+].O.